Dataset: Experimentally validated miRNA-target interactions with 360,000+ pairs, plus equal number of negative samples. Task: Binary Classification. Given a miRNA mature sequence and a target amino acid sequence, predict their likelihood of interaction. (1) The miRNA is hsa-miR-6866-5p with sequence UUAGAGGCUGGAAUAGAGAUUCU. The protein sequence of the target gene is MSERKEGRGKGKGKKKERGSGKKPESAAGSQSPALPPRLKEMKSQESAAGSKLVLRCETSSEYSSLRFKWFKNGNELNRKNKPQNIKIQKKPGKSELRINKASLADSGEYMCKVISKLGNDSASANITIVESNEIITGMPASTEGAYVSSESPIRISVSTEGANTSSSTSTSTTGTSHLVKCAEKEKTFCVNGGECFMVKDLSNPSRYLCKCQPGFTGARCTENVPMKVQNQEKAEELYQKRVLTITGICIALLVVGIMCVVAYCKTKKQRKKLHDRLRQSLRSERNNMMNIANGPHHPN.... Result: 0 (no interaction). (2) The miRNA is hsa-miR-6851-5p with sequence AGGAGGUGGUACUAGGGGCCAGC. The protein sequence of the target gene is MAKAKKVGARRKASGAPAGARGGPAKANSNPFEVKVNRQKFQILGRKTRHDVGLPGVSRARALRKRTQTLLKEYKERDKSNVFRDKRFGEYNSNMSPEEKMMKRFALEQQRHHEKKSIYNLNEDEELTHYGQSLADIEKHNDIVDSDSDAEDRGTLSAELTAAHFGGGGGLLHKKTQQEGEEREKPKSRKELIEELIAKSKQEKRERQAQREDALELTEKLDQDWKEIQTLLSHKTPKSENRDKKEKPKPDAYDMMVRELGFEMKAQPSNRMKTEAELAKEEQEHLRKLEAERLRRMLGK.... Result: 1 (interaction). (3) The miRNA is hsa-miR-6133 with sequence UGAGGGAGGAGGUUGGGUA. The protein sequence of the target gene is MVCSPVTLRIAPPDRRFSRSAIPEQIISSTLSSPSSNAPDPCAKETVLSALKEKKKKRTVEEEDQIFLDGQENKRSCLVDGLTDASSAFKVPRPGPDTLQFTVDVFHFANDSRNMIYITCHLKVTLAEQDPDELNKACSFSKPSNSWFPVEGLADICQCCNKGDCGTPSHSRRQPRVVSQWSTSASL. Result: 0 (no interaction). (4) The miRNA is hsa-miR-6797-3p with sequence UGCAUGACCCUUCCCUCCCCAC. The protein sequence of the target gene is MSTSTSPAAMLLRRLRRLSWGSTAVQLFILTVVTFGLLAPLACHRLLHSYFYLRHWHLNQMSQEFLQQSLKEGEAALHYFEELPSANGSVPIVWQATPRPWLVITIITVDRQPGFHYVLQVVSQFHRLLQQCGPQCEGHQLFLCNVERSVSHFDAKLLSKYVPVANRYEGTEDDYGDDPSTNSFEKEKQDYVYCLESSLQTYNPDYVLMVEDDAVPEEQIFPVLEHLLRARFSEPHLRDALYLKLYHPERLQHYINPEPMRILEWVGVGMLLGPLLTWIYMRFASRPGFSWPVMLFFSLY.... Result: 1 (interaction). (5) The miRNA is mmu-miR-767 with sequence UGCACCAUGGUUGUCUGAGCA. The protein sequence of the target gene is MWYHKLLHQQSRLRNLMKRGNIAQGLHLSNFKSLFSSSIHWCHTTSKSVNCTWHQHEDHLELQYAGTVMRFDYVWLRDHCRSASCYNSKTHQRSLDTASVDLCIKPKTVHLDETMLFFTWPDGHVTRYDLDWLVKNSYEGQKQKVIQPRILWNSKLYQQAQVPSVDFQCFLETNEGLKKFLQNFLLYGIAFVENVPPTEEHTEKLAERISLIRETIYGRMWYFTSDFSRGDTAYTKLALDRHTDTTYFQEPCGIQVFHCLKHEGTGGRTLLVDGFYAAQQVLQKAPEEFELLSKVPLKHE.... Result: 1 (interaction).